From a dataset of Full USPTO retrosynthesis dataset with 1.9M reactions from patents (1976-2016). Predict the reactants needed to synthesize the given product. Given the product [Cl:7][C:5]1[N:6]=[C:2]([C:24]#[C:23][Si:25]([CH3:28])([CH3:27])[CH3:26])[N:3]([C:16]2[CH:21]=[CH:20][CH:19]=[C:18]([F:22])[CH:17]=2)[C:4]=1[C:8]1[C:13]([F:14])=[CH:12][CH:11]=[CH:10][C:9]=1[F:15], predict the reactants needed to synthesize it. The reactants are: Br[C:2]1[N:3]([C:16]2[CH:21]=[CH:20][CH:19]=[C:18]([F:22])[CH:17]=2)[C:4]([C:8]2[C:13]([F:14])=[CH:12][CH:11]=[CH:10][C:9]=2[F:15])=[C:5]([Cl:7])[N:6]=1.[C:23]([Si:25]([CH3:28])([CH3:27])[CH3:26])#[CH:24].